This data is from Full USPTO retrosynthesis dataset with 1.9M reactions from patents (1976-2016). The task is: Predict the reactants needed to synthesize the given product. (1) The reactants are: C(O/[CH:4]=[CH:5]/[C:6]([NH:8][C:9]1[CH:14]=[CH:13][CH:12]=[C:11]([F:15])[C:10]=1[O:16][CH3:17])=[O:7])C.OS(O)(=O)=O.N. Given the product [F:15][C:11]1[C:10]([O:16][CH3:17])=[C:9]2[C:14]([CH:4]=[CH:5][C:6]([OH:7])=[N:8]2)=[CH:13][CH:12]=1, predict the reactants needed to synthesize it. (2) Given the product [N:1]1[CH:6]=[CH:5][CH:4]=[CH:3][C:2]=1[C:7]1[N:11]=[C:10]([C:12]2[CH:17]=[C:16]([O:18][CH2:28][C:29]([O:31][CH3:32])=[O:30])[CH:15]=[C:14]([C:19]#[N:20])[CH:13]=2)[O:9][N:8]=1, predict the reactants needed to synthesize it. The reactants are: [N:1]1[CH:6]=[CH:5][CH:4]=[CH:3][C:2]=1[C:7]1[N:11]=[C:10]([C:12]2[CH:17]=[C:16]([OH:18])[CH:15]=[C:14]([C:19]#[N:20])[CH:13]=2)[O:9][N:8]=1.C(=O)([O-])[O-].[K+].[K+].Br[CH2:28][C:29]([O:31][CH3:32])=[O:30]. (3) Given the product [F:32][C:9]([F:31])([F:8])[C:10]1[CH:11]=[C:12]([CH:24]=[C:25]([C:27]([F:30])([F:29])[F:28])[CH:26]=1)[CH2:13][NH:14][C:15]([C:17]1([CH3:23])[CH2:18][CH2:19][N:20]([CH2:9][CH:10]2[CH2:2][CH2:3][O:5][CH2:25][CH2:26]2)[CH2:21][CH2:22]1)=[O:16], predict the reactants needed to synthesize it. The reactants are: F[C:2](F)(F)[C:3]([OH:5])=O.[F:8][C:9]([F:32])([F:31])[C:10]1[CH:11]=[C:12]([CH:24]=[C:25]([C:27]([F:30])([F:29])[F:28])[CH:26]=1)[CH2:13][NH:14][C:15]([C:17]1([CH3:23])[CH2:22][CH2:21][NH:20][CH2:19][CH2:18]1)=[O:16]. (4) Given the product [Br:2][CH:15]1[CH2:16][C:17]2[C:13](=[CH:12][C:11]([CH3:10])=[CH:19][CH:18]=2)[CH:14]1[OH:1], predict the reactants needed to synthesize it. The reactants are: [OH2:1].[Br:2]N1C(=O)CCC1=O.[CH3:10][C:11]1[CH:12]=[C:13]2[C:17](=[CH:18][CH:19]=1)[CH2:16][CH:15]=[CH:14]2.